Dataset: Peptide-MHC class I binding affinity with 185,985 pairs from IEDB/IMGT. Task: Regression. Given a peptide amino acid sequence and an MHC pseudo amino acid sequence, predict their binding affinity value. This is MHC class I binding data. (1) The peptide sequence is APAHVSTIGV. The MHC is HLA-B53:01 with pseudo-sequence HLA-B53:01. The binding affinity (normalized) is 0.0997. (2) The peptide sequence is AQIDNYNKF. The MHC is Mamu-A02 with pseudo-sequence Mamu-A02. The binding affinity (normalized) is 0. (3) The peptide sequence is AQLPRWVAT. The MHC is HLA-A02:16 with pseudo-sequence HLA-A02:16. The binding affinity (normalized) is 0.265. (4) The peptide sequence is EELKSLFNTI. The MHC is HLA-B15:09 with pseudo-sequence HLA-B15:09. The binding affinity (normalized) is 0.0847. (5) The binding affinity (normalized) is 0.115. The MHC is HLA-A02:01 with pseudo-sequence HLA-A02:01. The peptide sequence is TIENALVASL. (6) The peptide sequence is EPGPSGLLI. The MHC is HLA-B27:03 with pseudo-sequence HLA-B27:03. The binding affinity (normalized) is 0.0847.